Dataset: Full USPTO retrosynthesis dataset with 1.9M reactions from patents (1976-2016). Task: Predict the reactants needed to synthesize the given product. (1) Given the product [CH2:1]([O:8][C:9]1[C:14]([F:15])=[CH:13][C:12]([C:16]2[N+:21]([O-:45])=[CH:20][C:19]3[C:22]([I:31])=[N:23][N:24]([CH:25]4[CH2:30][CH2:29][CH2:28][CH2:27][O:26]4)[C:18]=3[CH:17]=2)=[C:11]([CH2:32][C:33]([F:35])([F:36])[F:34])[CH:10]=1)[C:2]1[CH:7]=[CH:6][CH:5]=[CH:4][CH:3]=1, predict the reactants needed to synthesize it. The reactants are: [CH2:1]([O:8][C:9]1[C:14]([F:15])=[CH:13][C:12]([C:16]2[N:21]=[CH:20][C:19]3[C:22]([I:31])=[N:23][N:24]([CH:25]4[CH2:30][CH2:29][CH2:28][CH2:27][O:26]4)[C:18]=3[CH:17]=2)=[C:11]([CH2:32][C:33]([F:36])([F:35])[F:34])[CH:10]=1)[C:2]1[CH:7]=[CH:6][CH:5]=[CH:4][CH:3]=1.C1C=C(Cl)C=C(C(OO)=[O:45])C=1. (2) Given the product [NH2:18][C:19]1[C:27]([Cl:28])=[CH:26][C:22]([C:23]([NH:16][CH2:15][C@@H:11]2[CH2:10][N:9]([CH2:8][CH2:7][CH2:6][CH2:5][C:4]([O:3][C@@H:1]3[CH:37]4[CH2:38][CH2:39][N:40]([CH2:42][CH2:43]4)[CH2:2]3)=[O:17])[CH2:14][CH2:13][O:12]2)=[O:25])=[C:21]([O:29][CH3:30])[CH:20]=1.[CH2:1]([O:3][C:4](=[O:17])[CH2:5][CH2:6][CH2:7][CH2:8][N:9]1[CH2:14][CH2:13][O:12][C@H:11]([CH2:15][NH:16][C:23](=[O:24])[C:22]2[CH:26]=[C:27]([Cl:28])[C:19]([NH2:18])=[CH:20][C:21]=2[O:29][CH3:30])[CH2:10]1)[CH3:2], predict the reactants needed to synthesize it. The reactants are: [CH2:1]([O:3][C:4](=[O:17])[CH2:5][CH2:6][CH2:7][CH2:8][N:9]1[CH2:14][CH2:13][O:12][C@H:11]([CH2:15][NH2:16])[CH2:10]1)[CH3:2].[NH2:18][C:19]1[C:27]([Cl:28])=[CH:26][C:22]([C:23]([OH:25])=[O:24])=[C:21]([O:29][CH3:30])[CH:20]=1.Cl.C(N=C=N[CH2:37][CH2:38][CH2:39][N:40]([CH3:42])C)C.[C:43](=O)(O)[O-].[Na+]. (3) Given the product [Br:1][C:2]1[CH:3]=[CH:4][C:5]([NH:8][C:9]2[O:10][C:11]3[CH:17]=[CH:16][C:15]([O:18][C:30]4[CH:35]=[CH:34][N:33]=[C:32]([C:36]([NH:38][CH3:39])=[O:37])[CH:31]=4)=[CH:14][C:12]=3[N:13]=2)=[CH:6][CH:7]=1, predict the reactants needed to synthesize it. The reactants are: [Br:1][C:2]1[CH:7]=[CH:6][C:5]([NH:8][C:9]2[O:10][C:11]3[CH:17]=[CH:16][C:15]([OH:18])=[CH:14][C:12]=3[N:13]=2)=[CH:4][CH:3]=1.C[Si]([N-][Si](C)(C)C)(C)C.[K+].Cl[C:30]1[CH:35]=[CH:34][N:33]=[C:32]([C:36]([NH:38][CH3:39])=[O:37])[CH:31]=1.C(=O)([O-])[O-].[K+].[K+]. (4) Given the product [C:1]([O:4][C:5]1[CH:14]=[CH:13][CH:12]=[C:11]([OH:15])[C:6]=1[C:7]([O:9][CH3:10])=[O:8])(=[O:3])[CH3:2], predict the reactants needed to synthesize it. The reactants are: [C:1]([O:4][C:5]1[CH:14]=[CH:13][CH:12]=[C:11]([O:15]C(=O)C)[C:6]=1[C:7]([O:9][CH3:10])=[O:8])(=[O:3])[CH3:2].O[Li].O.CO.C1COCC1.O.OC1C=CC=C(O)C=1C(OC)=O.